This data is from Catalyst prediction with 721,799 reactions and 888 catalyst types from USPTO. The task is: Predict which catalyst facilitates the given reaction. (1) Reactant: [CH3:1][C:2]1[N:7]=[CH:6][C:5]([N:8]2[CH:12]=[C:11]([C:13]3[S:14][CH:15]=[CH:16][N:17]=3)[N:10]=[C:9]2[C:18]2[CH:23]=[CH:22][C:21]([NH:24][C:25]3[C:30]([NH2:31])=[CH:29][CH:28]=[CH:27][N:26]=3)=[CH:20][CH:19]=2)=[CH:4][CH:3]=1.[CH3:32][O:33][C:34](OC)(OC)OC.C(O)(=O)CC. Product: [CH3:32][O:33][C:34]1[N:24]([C:21]2[CH:20]=[CH:19][C:18]([C:9]3[N:8]([C:5]4[CH:6]=[N:7][C:2]([CH3:1])=[CH:3][CH:4]=4)[CH:12]=[C:11]([C:13]4[S:14][CH:15]=[CH:16][N:17]=4)[N:10]=3)=[CH:23][CH:22]=2)[C:25]2=[N:26][CH:27]=[CH:28][CH:29]=[C:30]2[N:31]=1. The catalyst class is: 796. (2) Reactant: [O:1]=[C:2]1[C:6]2([CH2:11][CH2:10][NH:9][CH2:8][CH2:7]2)[N:5]([C:12]2[CH:17]=[CH:16][CH:15]=[CH:14][CH:13]=2)[CH2:4][N:3]1[CH2:18][C:19]1[CH:31]=[CH:30][C:22](C(OC(C)(C)C)=O)=[CH:21][CH:20]=1.I[CH2:33][CH2:34][CH2:35][C:36]([C:38]1[S:39][CH:40]=[CH:41][CH:42]=1)=[O:37].[C:43](=[O:46])([O-])[O-:44].[K+].[K+]. Product: [O:1]=[C:2]1[C:6]2([CH2:7][CH2:8][N:9]([CH2:33][CH2:34][CH2:35][C:36](=[O:37])[C:38]3[S:39][CH:40]=[CH:41][CH:42]=3)[CH2:10][CH2:11]2)[N:5]([C:12]2[CH:17]=[CH:16][CH:15]=[CH:14][CH:13]=2)[CH2:4][N:3]1[CH2:18][C:19]1[CH:20]=[C:21]([CH:22]=[CH:30][CH:31]=1)[C:43]([O:44][C:6]([CH3:11])([CH3:7])[CH3:2])=[O:46]. The catalyst class is: 42. (3) Reactant: [C:1]([O:5][C:6]([N:8]1[CH2:13][CH2:12][N:11]([CH2:14][C:15]2[CH:20]=[CH:19][C:18]([NH:21][C:22]3[N:27]=[C:26]([CH2:28][CH2:29][C:30]4[CH:35]=[CH:34][CH:33]=[CH:32][C:31]=4[CH2:36][C:37]([O-])=[O:38])[C:25]([C:40]([F:43])([F:42])[F:41])=[CH:24][N:23]=3)=[CH:17][CH:16]=2)[CH2:10][CH2:9]1)=[O:7])([CH3:4])([CH3:3])[CH3:2].[Li+].[Cl-].[NH4+].C[N:48](C(ON1N=NC2C=CC=NC1=2)=[N+](C)C)C.F[P-](F)(F)(F)(F)F.CCN(C(C)C)C(C)C. Product: [NH2:48][C:37](=[O:38])[CH2:36][C:31]1[CH:32]=[CH:33][CH:34]=[CH:35][C:30]=1[CH2:29][CH2:28][C:26]1[C:25]([C:40]([F:42])([F:43])[F:41])=[CH:24][N:23]=[C:22]([NH:21][C:18]2[CH:19]=[CH:20][C:15]([CH2:14][N:11]3[CH2:12][CH2:13][N:8]([C:6]([O:5][C:1]([CH3:4])([CH3:3])[CH3:2])=[O:7])[CH2:9][CH2:10]3)=[CH:16][CH:17]=2)[N:27]=1. The catalyst class is: 3. (4) Reactant: [C:1]([C:4]1[CH:11]=[CH:10][C:7]([CH:8]=O)=[CH:6][CH:5]=1)([OH:3])=[O:2].[N:12]1[CH:17]=[CH:16][C:15]([CH3:18])=[CH:14][CH:13]=1. Product: [N:12]1[CH:17]=[CH:16][C:15](/[CH:18]=[CH:8]/[C:7]2[CH:10]=[CH:11][C:4]([C:1]([OH:3])=[O:2])=[CH:5][CH:6]=2)=[CH:14][CH:13]=1. The catalyst class is: 152. (5) Reactant: [Br:1][C:2]1[CH:3]=[C:4]([C:9](=O)[CH:10]=[C:11]([CH3:13])[CH3:12])[CH:5]=[CH:6][C:7]=1[CH3:8].Cl.[NH2:16][OH:17].[OH-].[K+].O. Product: [Br:1][C:2]1[CH:3]=[C:4]([C:9]2[CH2:10][C:11]([CH3:13])([CH3:12])[O:17][N:16]=2)[CH:5]=[CH:6][C:7]=1[CH3:8]. The catalyst class is: 162. (6) The catalyst class is: 94. Reactant: [F:1][C:2]1[C:10]2[N:9]([CH2:11][CH2:12][CH2:13][C:14]([CH3:19])([N+:16]([O-])=O)[CH3:15])[C:8](=[O:20])[N:7]([CH3:21])[C:6]=2[CH:5]=[CH:4][CH:3]=1.[H][H]. Product: [NH2:16][C:14]([CH3:19])([CH3:15])[CH2:13][CH2:12][CH2:11][N:9]1[C:10]2[C:2]([F:1])=[CH:3][CH:4]=[CH:5][C:6]=2[N:7]([CH3:21])[C:8]1=[O:20]. (7) Reactant: [S:1]1[CH:5]=[CH:4][C:3]([C:6]2[CH:7]=[CH:8][CH:9]=[C:10]3[C:15]=2[N:14]=[CH:13][N:12]=[C:11]3O)=[CH:2]1.P(Cl)(Cl)([Cl:19])=O. Product: [Cl:19][C:11]1[C:10]2[C:15](=[C:6]([C:3]3[CH:4]=[CH:5][S:1][CH:2]=3)[CH:7]=[CH:8][CH:9]=2)[N:14]=[CH:13][N:12]=1. The catalyst class is: 9.